Dataset: Reaction yield outcomes from USPTO patents with 853,638 reactions. Task: Predict the reaction yield, written as a fraction of the theoretical maximum amount of product (1.0 means a 100% yield; for example, 0.34 means a 34% yield). (1) The reactants are [N:1]1([CH2:7][CH2:8][NH2:9])[CH2:6][CH2:5][O:4][CH2:3][CH2:2]1.Cl[C:11]1[N:16]=[CH:15][C:14]2[C:17](=[C:22]3[C:30]4[C:25](=[CH:26][CH:27]=[C:28]([F:31])[CH:29]=4)[NH:24][C:23]3=[O:32])[O:18][CH:19]([CH2:20][CH3:21])[C:13]=2[C:12]=1[Cl:33].O. The catalyst is O1CCOCC1. The product is [Cl:33][C:12]1[C:13]2[CH:19]([CH2:20][CH3:21])[O:18][C:17](=[C:22]3[C:30]4[C:25](=[CH:26][CH:27]=[C:28]([F:31])[CH:29]=4)[NH:24][C:23]3=[O:32])[C:14]=2[CH:15]=[N:16][C:11]=1[NH:9][CH2:8][CH2:7][N:1]1[CH2:6][CH2:5][O:4][CH2:3][CH2:2]1. The yield is 0.180. (2) The reactants are Cl.[Cl:2][C:3]1[C:7]([Cl:8])=[C:6]([CH3:9])[NH:5][C:4]=1[C:10]([NH:12][CH:13]1[CH2:18][CH2:17][NH:16][CH2:15][CH2:14]1)=[O:11].[Cl:19][C:20]1[N:25]=[C:24](Cl)[CH:23]=[CH:22][N:21]=1.CCN(CC)CC. The catalyst is CN(C=O)C.CCOC(C)=O.O. The product is [Cl:2][C:3]1[C:7]([Cl:8])=[C:6]([CH3:9])[NH:5][C:4]=1[C:10]([NH:12][CH:13]1[CH2:18][CH2:17][N:16]([C:22]2[CH:23]=[CH:24][N:25]=[C:20]([Cl:19])[N:21]=2)[CH2:15][CH2:14]1)=[O:11]. The yield is 0.570. (3) The reactants are [CH3:1][C@:2]12[C@H:54]3[CH2:55][C@H:52]([C:53]3([CH3:57])[CH3:56])[CH2:51][C@H:3]1[O:4][B:5]([C@@H:7]([NH:10][C:11]([C@H:13]1[N:17]3[C:18](=[O:40])[C:19]([N:22](CC4C=CC=CC=4)C(=O)OCC4C=CC=CC=4)=[CH:20][N:21]=[C:16]3[C@:15]([CH3:50])([CH2:41]/[CH:42]=[CH:43]/[C:44]3[CH:49]=[CH:48][CH:47]=[CH:46][CH:45]=3)[CH2:14]1)=[O:12])[CH2:8][CH3:9])[O:6]2. The catalyst is CO.Cl.[Pd]. The product is [CH3:1][C@:2]12[C@H:54]3[CH2:55][C@H:52]([C:53]3([CH3:56])[CH3:57])[CH2:51][C@H:3]1[O:4][B:5]([C@@H:7]([NH:10][C:11]([C@H:13]1[N:17]3[C:18](=[O:40])[C:19]([NH2:22])=[CH:20][N:21]=[C:16]3[C@:15]([CH3:50])([CH2:41][CH2:42][CH2:43][C:44]3[CH:49]=[CH:48][CH:47]=[CH:46][CH:45]=3)[CH2:14]1)=[O:12])[CH2:8][CH3:9])[O:6]2. The yield is 0.960. (4) The reactants are [F:1][C:2]([F:18])([F:17])[C:3]1[N:8]=[CH:7][C:6]([C:9]2[CH:14]=[CH:13][N:12]=[C:11]([CH2:15][NH2:16])[CH:10]=2)=[CH:5][CH:4]=1.[F:19][C:20]1[CH:25]=[CH:24][C:23]([S:26]([N:29]([CH2:33][C:34](O)=[O:35])[CH:30]([CH3:32])[CH3:31])(=[O:28])=[O:27])=[CH:22][CH:21]=1.CN(C(ON1N=NC2C=CC=NC1=2)=[N+](C)C)C.F[P-](F)(F)(F)(F)F.C(N(CC)C(C)C)(C)C.OS([O-])(=O)=O.[K+]. The catalyst is C(Cl)Cl. The product is [F:19][C:20]1[CH:21]=[CH:22][C:23]([S:26]([N:29]([CH:30]([CH3:32])[CH3:31])[CH2:33][C:34]([NH:16][CH2:15][C:11]2[CH:10]=[C:9]([C:6]3[CH:7]=[N:8][C:3]([C:2]([F:1])([F:17])[F:18])=[CH:4][CH:5]=3)[CH:14]=[CH:13][N:12]=2)=[O:35])(=[O:27])=[O:28])=[CH:24][CH:25]=1. The yield is 0.460.